Dataset: Forward reaction prediction with 1.9M reactions from USPTO patents (1976-2016). Task: Predict the product of the given reaction. Given the reactants O[C:2]1([C:10]2[CH:15]=[CH:14][C:13]([O:16][CH3:17])=[C:12]([N+:18]([O-:20])=[O:19])[CH:11]=2)[O:6][C:5](=O)[CH2:4][C:3]1([CH3:9])[CH3:8].O.[NH2:22][NH2:23], predict the reaction product. The product is: [CH3:17][O:16][C:13]1[CH:14]=[CH:15][C:10]([C:2]2[C:3]([CH3:9])([CH3:8])[CH2:4][C:5](=[O:6])[NH:22][N:23]=2)=[CH:11][C:12]=1[N+:18]([O-:20])=[O:19].